Dataset: Peptide-MHC class I binding affinity with 185,985 pairs from IEDB/IMGT. Task: Regression. Given a peptide amino acid sequence and an MHC pseudo amino acid sequence, predict their binding affinity value. This is MHC class I binding data. (1) The peptide sequence is SFNCGGEFF. The MHC is HLA-A02:06 with pseudo-sequence HLA-A02:06. The binding affinity (normalized) is 0. (2) The peptide sequence is PDWDFNPNK. The MHC is Patr-A0301 with pseudo-sequence Patr-A0301. The binding affinity (normalized) is 0.0425.